Dataset: Experimentally validated miRNA-target interactions with 360,000+ pairs, plus equal number of negative samples. Task: Binary Classification. Given a miRNA mature sequence and a target amino acid sequence, predict their likelihood of interaction. The miRNA is hsa-miR-202-5p with sequence UUCCUAUGCAUAUACUUCUUUG. The protein sequence of the target gene is MEGVEEKKKEVPAVPETLKKKRRNFAELKIKRLRKKFAQKMLRKARRKLIYEKAKHYHKEYRQMYRTEIRMARMARKAGNFYVPAEPKLAFVIRIRGINGVSPKVRKVLQLLRLRQIFNGTFVKLNKASINMLRIVEPYIAWGYPNLKSVNELIYKRGYGKINKKRIALTDNALIARSLGKYGIICMEDLIHEIYTVGKRFKEANNFLWPFKLSSPRGGMKKKTTHFVEGGDAGNREDQINRLIRRMN. Result: 0 (no interaction).